Dataset: Full USPTO retrosynthesis dataset with 1.9M reactions from patents (1976-2016). Task: Predict the reactants needed to synthesize the given product. (1) Given the product [F:20][C:21]([F:26])([F:25])[C:22]([OH:24])=[O:23].[NH2:7][CH:8]1[CH2:13][CH2:12][CH:11]([NH:14][S:15]([CH3:18])(=[O:17])=[O:16])[CH2:10][CH2:9]1, predict the reactants needed to synthesize it. The reactants are: C(OC(=O)[NH:7][CH:8]1[CH2:13][CH2:12][CH:11]([NH:14][S:15]([CH3:18])(=[O:17])=[O:16])[CH2:10][CH2:9]1)(C)(C)C.[F:20][C:21]([F:26])([F:25])[C:22]([OH:24])=[O:23].ClCCl. (2) Given the product [Br:1][C:2]1[CH:3]=[C:4]2[N:11]([CH3:12])[CH:10]=[CH:9][C:5]2=[N:6][C:7]=1[C:14]#[N:15], predict the reactants needed to synthesize it. The reactants are: [Br:1][C:2]1[CH:3]=[C:4]2[N:11]([CH3:12])[CH:10]=[CH:9][C:5]2=[N+:6]([O-])[CH:7]=1.C[CH2:14][N:15](CC)CC.C[Si](C#N)(C)C. (3) Given the product [Br:1][C:2]1[CH:11]=[CH:10][CH:9]=[C:8]2[C:3]=1[CH:4]=[CH:5][C:6]([S:12]([NH:33][C:30]1[CH:31]=[CH:32][N:27]=[CH:28][N:29]=1)(=[O:14])=[O:15])=[CH:7]2, predict the reactants needed to synthesize it. The reactants are: [Br:1][C:2]1[CH:11]=[CH:10][CH:9]=[C:8]2[C:3]=1[CH:4]=[CH:5][C:6]([S:12]([O:15]C1C(F)=C(F)C(F)=C(F)C=1F)(=[O:14])=O)=[CH:7]2.[N:27]1[CH:32]=[CH:31][C:30]([NH2:33])=[N:29][CH:28]=1.C[Si]([N-][Si](C)(C)C)(C)C.[Li+].C(O)(=O)C. (4) Given the product [C:9]([C:13]1[CH:18]=[CH:17][C:16]([O:4][CH3:1])=[C:15]([CH3:20])[CH:14]=1)([CH3:12])([CH3:11])[CH3:10], predict the reactants needed to synthesize it. The reactants are: [C:1](=[O:4])([O-])[O-].[K+].[K+].CI.[C:9]([C:13]1[CH:18]=[CH:17][C:16](O)=[C:15]([CH3:20])[CH:14]=1)([CH3:12])([CH3:11])[CH3:10].CCCCCC. (5) Given the product [F:19][C:14]1[CH:15]=[CH:16][CH:17]=[CH:18][C:13]=1[CH2:12][C:3]1[N:4]=[C:5]([C:7]([O:9][CH2:10][CH3:11])=[O:8])[N:6]2[CH:24]=[CH:23][CH:22]=[N:1][C:2]=12, predict the reactants needed to synthesize it. The reactants are: [NH2:1][C:2]1[NH:6][C:5]([C:7]([O:9][CH2:10][CH3:11])=[O:8])=[N:4][C:3]=1[CH2:12][C:13]1[CH:18]=[CH:17][CH:16]=[CH:15][C:14]=1[F:19].CO[CH:22](OC)[CH2:23][CH:24](OC)OC. (6) The reactants are: [CH2:1]([N:5]1[C:13]2[N:12]=[CH:11][NH:10][C:9]=2[C:8](=[O:14])[N:7]2[CH:15]=[N:16][N:17]=[C:6]12)[CH2:2][CH2:3][CH3:4].[Br:18]N1C(=O)CCC1=O. Given the product [Br:18][C:11]1[NH:10][C:9]2[C:8](=[O:14])[N:7]3[CH:15]=[N:16][N:17]=[C:6]3[N:5]([CH2:1][CH2:2][CH2:3][CH3:4])[C:13]=2[N:12]=1, predict the reactants needed to synthesize it. (7) Given the product [CH3:43][O:44][CH:45]1[CH2:50][CH2:49][CH:48]([CH2:51][NH:52][C:36](=[O:38])[C:35]([CH3:39])([CH3:40])[CH2:34][C@@H:21]2[CH2:20][CH2:19][C@@H:18]([O:17][CH2:16][C:13]3[CH:14]=[CH:15][C:10]4[O:9][C:8]([CH3:42])([CH3:41])[CH2:7][N:6]([CH2:5][CH2:4][CH2:3][O:2][CH3:1])[C:11]=4[CH:12]=3)[CH2:23][N:22]2[S:24]([C:27]2[CH:32]=[CH:31][C:30]([CH3:33])=[CH:29][CH:28]=2)(=[O:25])=[O:26])[CH2:47][CH2:46]1, predict the reactants needed to synthesize it. The reactants are: [CH3:1][O:2][CH2:3][CH2:4][CH2:5][N:6]1[C:11]2[CH:12]=[C:13]([CH2:16][O:17][C@H:18]3[CH2:23][N:22]([S:24]([C:27]4[CH:32]=[CH:31][C:30]([CH3:33])=[CH:29][CH:28]=4)(=[O:26])=[O:25])[C@H:21]([CH2:34][C:35]([CH3:40])([CH3:39])[C:36]([OH:38])=O)[CH2:20][CH2:19]3)[CH:14]=[CH:15][C:10]=2[O:9][C:8]([CH3:42])([CH3:41])[CH2:7]1.[CH3:43][O:44][CH:45]1[CH2:50][CH2:49][CH:48]([CH2:51][NH2:52])[CH2:47][CH2:46]1.